This data is from Forward reaction prediction with 1.9M reactions from USPTO patents (1976-2016). The task is: Predict the product of the given reaction. (1) Given the reactants [NH:1]1[CH2:6][CH2:5][CH:4]([C:7]#[N:8])[CH2:3][CH2:2]1.N1CCCC1.[C:14]([NH:21][C@@H:22]([C:24]([OH:26])=O)[CH3:23])([O:16]C(C)(C)C)=O.C(N[C@@H](C(O)=O)C(C)(C)C)(OC(C)(C)C)=O.[CH2:43]([N:45]1[CH:49]=[C:48]([C:50]2[N:55]=[C:54]3[C:56](C(O)=O)=[CH:57][N:58](COCC[Si](C)(C)C)[C:53]3=[N:52][CH:51]=2)[CH:47]=[N:46]1)[CH3:44].C1(C2N=C3C(C(O)=O)=CN(COCC[Si](C)(C)C)C3=NC=2)CC1.FC(F)(F)C(O)=O, predict the reaction product. The product is: [C:7]([CH:4]1[CH2:5][CH2:6][N:1]([C:24](=[O:26])[C@H:22]([NH:21][C:14]([C:56]2[C:54]3[C:53](=[N:52][CH:51]=[C:50]([C:48]4[CH:47]=[N:46][N:45]([CH2:43][CH3:44])[CH:49]=4)[N:55]=3)[NH:58][CH:57]=2)=[O:16])[CH3:23])[CH2:2][CH2:3]1)#[N:8]. (2) Given the reactants [CH3:1][C@@H:2]1[N:7]([C:8]2[C:9]3[CH2:24][CH2:23][N:22]([C:25]4[N:30]=[CH:29][CH:28]=[CH:27][N:26]=4)[CH2:21][C:10]=3[N:11]=[C:12]([C:14]3[CH:20]=[CH:19][C:17]([NH2:18])=[CH:16][CH:15]=3)[N:13]=2)[CH2:6][CH2:5][O:4][CH2:3]1.[O:31]1[CH2:36]COCC1.C(N(CC)CC)C.C(Cl)(Cl)=O.[C:48]([CH2:50][CH2:51][NH2:52])#[N:49], predict the reaction product. The product is: [C:48]([CH2:50][CH2:51][NH:52][C:36]([NH:18][C:17]1[CH:19]=[CH:20][C:14]([C:12]2[N:13]=[C:8]([N:7]3[CH2:6][CH2:5][O:4][CH2:3][C@@H:2]3[CH3:1])[C:9]3[CH2:24][CH2:23][N:22]([C:25]4[N:26]=[CH:27][CH:28]=[CH:29][N:30]=4)[CH2:21][C:10]=3[N:11]=2)=[CH:15][CH:16]=1)=[O:31])#[N:49]. (3) Given the reactants [C:1]([O:5][C:6]([N:8]1[CH2:14][CH2:13][C:12](=[O:15])[N:11]([CH2:16][CH2:17][CH2:18][O:19]CC2C=CC=CC=2)[CH2:10][C@H:9]1[CH3:27])=[O:7])([CH3:4])([CH3:3])[CH3:2], predict the reaction product. The product is: [C:1]([O:5][C:6]([N:8]1[CH2:14][CH2:13][C:12](=[O:15])[N:11]([CH2:16][CH2:17][CH2:18][OH:19])[CH2:10][C@H:9]1[CH3:27])=[O:7])([CH3:4])([CH3:3])[CH3:2]. (4) Given the reactants [CH3:1][O-:2].[Na+].Br[C:5]1[C:6]([NH2:12])=[N:7][CH:8]=[C:9]([Br:11])[N:10]=1, predict the reaction product. The product is: [Br:11][C:9]1[N:10]=[C:5]([O:2][CH3:1])[C:6]([NH2:12])=[N:7][CH:8]=1. (5) Given the reactants [Cl:1][C:2]1[CH:3]=[CH:4][CH:5]=[C:6]2[C:10]=1[NH:9][CH:8]=[CH:7]2.[Al](Cl)(CC)CC.[C:17](Cl)([CH3:19])=[O:18].C([O-])([O-])=O.[Cs+].[Cs+].[Cl:27][CH2:28][CH2:29][CH2:30]I, predict the reaction product. The product is: [Cl:1][C:2]1[CH:3]=[CH:4][CH:5]=[C:6]2[C:10]=1[N:9]([CH2:30][CH2:29][CH2:28][Cl:27])[CH:8]=[C:7]2[C:17](=[O:18])[CH3:19]. (6) Given the reactants C([O:8][C:9]1[CH:14]=[CH:13][C:12]([NH:15][C:16]2[C:21]([NH2:22])=[CH:20][C:19]([F:23])=[CH:18][N:17]=2)=[CH:11][CH:10]=1)C1C=CC=CC=1.C(N1C=CN=C1)(N1[CH:30]=[CH:29]N=C1)=O.[C:36]([O-:39])([O-])=O.[Cs+].[Cs+].O, predict the reaction product. The product is: [CH2:29]([N:22]1[C:21]2[C:16](=[N:17][CH:18]=[C:19]([F:23])[CH:20]=2)[N:15]([C:12]2[CH:11]=[CH:10][C:9]([OH:8])=[CH:14][CH:13]=2)[C:36]1=[O:39])[CH3:30]. (7) The product is: [C:21]([O:20][C:18]([N:16]1[CH2:17][C:14]2([CH2:13][N:12]([C:3]3[C:2]([Cl:1])=[CH:7][C:6]([NH2:8])=[CH:5][C:4]=3[Cl:11])[CH2:25]2)[CH2:15]1)=[O:19])([CH3:24])([CH3:22])[CH3:23]. Given the reactants [Cl:1][C:2]1[CH:7]=[C:6]([N+:8]([O-])=O)[CH:5]=[C:4]([Cl:11])[C:3]=1[N:12]1[CH2:25][C:14]2([CH2:17][N:16]([C:18]([O:20][C:21]([CH3:24])([CH3:23])[CH3:22])=[O:19])[CH2:15]2)[CH2:13]1.C([O-])=O.[NH4+].CO, predict the reaction product.